This data is from Forward reaction prediction with 1.9M reactions from USPTO patents (1976-2016). The task is: Predict the product of the given reaction. (1) Given the reactants [CH:1]1([C:4]([N:6]2[CH2:18][C:17]3[NH:16][C:15]4[CH:14]=[CH:13][CH:12]=[C:11]5[C:19](=[O:22])[NH:20][N:21]=[C:8]([C:9]=3[C:10]=45)[CH2:7]2)=[O:5])[CH2:3][CH2:2]1.[CH3:23][N:24]([CH2:26][CH2:27]Cl)[CH3:25].CN(C)CCN1C2CC(C)(C)CC3=NNC(=O)C4C(C=23)=C1C=CC=4, predict the reaction product. The product is: [CH:1]1([C:4]([N:6]2[CH2:18][C:17]3[N:16]([CH2:27][CH2:26][N:24]([CH3:25])[CH3:23])[C:15]4[CH:14]=[CH:13][CH:12]=[C:11]5[C:19](=[O:22])[NH:20][N:21]=[C:8]([C:9]=3[C:10]=45)[CH2:7]2)=[O:5])[CH2:2][CH2:3]1. (2) The product is: [CH2:1]([O:3][C:4]([C:6]12[CH2:8][CH:7]1[CH:9]=[CH:10][CH2:34][CH2:33][CH2:32][CH2:31][CH2:30][N:20]([CH2:21][C:22]1[CH:27]=[CH:26][C:25]([O:28][CH3:29])=[CH:24][CH:23]=1)[C:19](=[O:37])[N:18]1[CH:14]([CH2:15][CH:16]([O:38][C:39](=[O:49])[C:40]3[CH:45]=[CH:44][C:43]([N+:46]([O-:48])=[O:47])=[CH:42][CH:41]=3)[CH2:17]1)[C:12](=[O:13])[NH:11]2)=[O:5])[CH3:2]. Given the reactants [CH2:1]([O:3][C:4]([C:6]1([NH:11][C:12]([CH:14]2[N:18]([C:19](=[O:37])[N:20]([CH2:30][CH2:31][CH2:32][CH2:33][CH2:34]C=C)[CH2:21][C:22]3[CH:27]=[CH:26][C:25]([O:28][CH3:29])=[CH:24][CH:23]=3)[CH2:17][CH:16]([O:38][C:39](=[O:49])[C:40]3[CH:45]=[CH:44][C:43]([N+:46]([O-:48])=[O:47])=[CH:42][CH:41]=3)[CH2:15]2)=[O:13])[CH2:8][CH:7]1[CH:9]=[CH2:10])=[O:5])[CH3:2], predict the reaction product. (3) Given the reactants [F:1][C:2]1[CH:3]=[CH:4][C:5]2[N:6]([C:8]([CH3:37])=[C:9]([N:11]([CH2:25][C:26]3[CH:31]=[CH:30][C:29]([O:32][C:33]([F:36])([F:35])[F:34])=[CH:28][CH:27]=3)[S:12]([C:15]3[CH:24]=[CH:23][C:18]([C:19]([O:21]C)=[O:20])=[CH:17][CH:16]=3)(=[O:14])=[O:13])[N:10]=2)[CH:7]=1.[OH-].[Na+:39], predict the reaction product. The product is: [F:1][C:2]1[CH:3]=[CH:4][C:5]2[N:6]([C:8]([CH3:37])=[C:9]([N:11]([CH2:25][C:26]3[CH:31]=[CH:30][C:29]([O:32][C:33]([F:34])([F:35])[F:36])=[CH:28][CH:27]=3)[S:12]([C:15]3[CH:16]=[CH:17][C:18]([C:19]([O-:21])=[O:20])=[CH:23][CH:24]=3)(=[O:14])=[O:13])[N:10]=2)[CH:7]=1.[Na+:39]. (4) Given the reactants I[C:2]1[C:3]2[S:10][CH:9]=[CH:8][C:4]=2[N:5]([CH3:7])[N:6]=1.C([Mg]Cl)(C)C.[CH2:16]([Sn:20]([CH2:26][CH2:27][CH2:28][CH3:29])([CH2:22][CH2:23][CH2:24][CH3:25])Cl)[CH2:17][CH2:18][CH3:19], predict the reaction product. The product is: [CH3:7][N:5]1[C:4]2[CH:8]=[CH:9][S:10][C:3]=2[C:2]([Sn:20]([CH2:22][CH2:23][CH2:24][CH3:25])([CH2:26][CH2:27][CH2:28][CH3:29])[CH2:16][CH2:17][CH2:18][CH3:19])=[N:6]1. (5) Given the reactants [C:1]([O:5][C:6]([N:8]1[CH2:12][CH2:11][CH2:10][CH:9]1[C:13]1[CH:17]=[C:16]([CH2:18][CH:19]([N:25]=C(C2C=CC=CC=2)C2C=CC=CC=2)[C:20]([O:22][CH2:23][CH3:24])=[O:21])[O:15][N:14]=1)=[O:7])([CH3:4])([CH3:3])[CH3:2].C(=O)(O)[O-].[Na+].[ClH:44], predict the reaction product. The product is: [ClH:44].[C:1]([O:5][C:6]([N:8]1[CH2:12][CH2:11][CH2:10][CH:9]1[C:13]1[CH:17]=[C:16]([CH2:18][CH:19]([NH2:25])[C:20]([O:22][CH2:23][CH3:24])=[O:21])[O:15][N:14]=1)=[O:7])([CH3:3])([CH3:4])[CH3:2].